Dataset: Catalyst prediction with 721,799 reactions and 888 catalyst types from USPTO. Task: Predict which catalyst facilitates the given reaction. (1) Product: [Br:24][C:25]1[CH:30]=[CH:29][C:28]([S:31]([N:13]2[CH2:12][CH2:11][C:6]3([CH2:5][N:4]([CH:1]4[CH2:2][CH2:3]4)[C:9](=[O:10])[CH2:8][CH2:7]3)[CH2:15][CH2:14]2)(=[O:33])=[O:32])=[CH:27][CH:26]=1. Reactant: [CH:1]1([N:4]2[C:9](=[O:10])[CH2:8][CH2:7][C:6]3([CH2:15][CH2:14][N:13](C(OC(C)(C)C)=O)[CH2:12][CH2:11]3)[CH2:5]2)[CH2:3][CH2:2]1.Cl.[Br:24][C:25]1[CH:30]=[CH:29][C:28]([S:31](Cl)(=[O:33])=[O:32])=[CH:27][CH:26]=1. The catalyst class is: 277. (2) Reactant: [C:1]1([CH3:8])[C:6]([OH:7])=[CH:5][CH:4]=[CH:3][CH:2]=1.[Br:9][C:10]1[CH:15]=[CH:14][C:13]([C:16](O)([CH2:19][CH3:20])[CH2:17][CH3:18])=[CH:12][CH:11]=1. Product: [Br:9][C:10]1[CH:15]=[CH:14][C:13]([C:16]([C:3]2[CH:4]=[CH:5][C:6]([OH:7])=[C:1]([CH3:8])[CH:2]=2)([CH2:19][CH3:20])[CH2:17][CH3:18])=[CH:12][CH:11]=1. The catalyst class is: 55. (3) Reactant: [CH3:1][C:2]1[CH:3]=[C:4]([CH2:14][N:15]2[CH:26]=[C:18]3[C:19]([C:23]([OH:25])=O)=[N:20][CH:21]=[CH:22][C:17]3=[N:16]2)[CH:5]=[N:6][C:7]=1[O:8][CH2:9][C:10]([F:13])([F:12])[F:11].C(N(CC)CC)C.CN(C(O[N:42]1N=N[C:44]2C=CC=[CH:48][C:43]1=2)=[N+](C)C)C.F[P-](F)(F)(F)(F)F.C(N)(C)C. Product: [CH:43]([NH:42][C:23]([C:19]1[C:18]2=[CH:26][N:15]([CH2:14][C:4]3[CH:5]=[N:6][C:7]([O:8][CH2:9][C:10]([F:11])([F:12])[F:13])=[C:2]([CH3:1])[CH:3]=3)[N:16]=[C:17]2[CH:22]=[CH:21][N:20]=1)=[O:25])([CH3:48])[CH3:44]. The catalyst class is: 31.